Dataset: Reaction yield outcomes from USPTO patents with 853,638 reactions. Task: Predict the reaction yield, written as a fraction of the theoretical maximum amount of product (1.0 means a 100% yield; for example, 0.34 means a 34% yield). (1) The product is [Br:1][C:2]1[CH:3]=[C:4]([CH:7]=[CH:8][C:9]=1[N:11]1[CH2:16][CH2:15][O:14][CH2:13][CH2:12]1)[CH:5]=[O:6]. The yield is 0.580. The catalyst is N1C=CC=CC=1. The reactants are [Br:1][C:2]1[CH:3]=[C:4]([CH:7]=[CH:8][C:9]=1F)[CH:5]=[O:6].[NH:11]1[CH2:16][CH2:15][O:14][CH2:13][CH2:12]1.C([O-])([O-])=O.[K+].[K+]. (2) The yield is 0.690. No catalyst specified. The reactants are [C:1]([O:6][CH3:7])(=[O:5])[CH2:2][CH:3]=[CH2:4].[F:8][C:9]([F:17])([F:16])[C:10]([C:12]([F:15])([F:14])[F:13])=[O:11].[OH-].[K+]. The product is [F:8][C:9]([F:17])([F:16])[C:10]([OH:11])([C:12]([F:15])([F:14])[F:13])[CH2:4]/[CH:3]=[CH:2]/[C:1]([O:6][CH3:7])=[O:5]. (3) The reactants are [OH:1][C@@:2]1([C:9]#[C:10][C:11]2[CH:12]=[C:13]([N:17]3[C:25]4[C:20](=[CH:21][CH:22]=[CH:23][C:24]=4[O:26][CH3:27])[C:19]([C:28]([O:30]C)=O)=[N:18]3)[CH:14]=[CH:15][CH:16]=2)[CH2:6][CH2:5][N:4]([CH3:7])[C:3]1=[O:8].[NH3:32]. The catalyst is CO. The product is [OH:1][C@@:2]1([C:9]#[C:10][C:11]2[CH:12]=[C:13]([N:17]3[C:25]4[C:20](=[CH:21][CH:22]=[CH:23][C:24]=4[O:26][CH3:27])[C:19]([C:28]([NH2:32])=[O:30])=[N:18]3)[CH:14]=[CH:15][CH:16]=2)[CH2:6][CH2:5][N:4]([CH3:7])[C:3]1=[O:8]. The yield is 0.580. (4) The reactants are [N+:1]([C:4]1[CH:9]=[CH:8][C:7](F)=[CH:6][CH:5]=1)([O-:3])=[O:2].[CH3:11][CH:12]1[CH2:17][NH:16][CH2:15][CH:14]([CH3:18])[NH:13]1. The catalyst is C(#N)C. The product is [CH3:11][CH:12]1[NH:13][CH:14]([CH3:18])[CH2:15][N:16]([C:7]2[CH:8]=[CH:9][C:4]([N+:1]([O-:3])=[O:2])=[CH:5][CH:6]=2)[CH2:17]1. The yield is 0.898. (5) The reactants are [F:1][C:2]1[CH:32]=[C:31]([N+:33]([O-])=O)[CH:30]=[CH:29][C:3]=1[O:4][C:5]1[CH:10]=[CH:9][N:8]=[C:7]2[CH:11]=[C:12]([C:14]([NH:16][CH:17]3[CH2:21][CH2:20][N:19]([C:22]([O:24][C:25]([CH3:28])([CH3:27])[CH3:26])=[O:23])[CH2:18]3)=[O:15])[S:13][C:6]=12. The catalyst is CO.[OH-].[OH-].[Pd+2]. The product is [NH2:33][C:31]1[CH:30]=[CH:29][C:3]([O:4][C:5]2[CH:10]=[CH:9][N:8]=[C:7]3[CH:11]=[C:12]([C:14]([NH:16][CH:17]4[CH2:21][CH2:20][N:19]([C:22]([O:24][C:25]([CH3:27])([CH3:28])[CH3:26])=[O:23])[CH2:18]4)=[O:15])[S:13][C:6]=23)=[C:2]([F:1])[CH:32]=1. The yield is 0.700. (6) The yield is 0.760. The catalyst is C(Cl)Cl.CC1(C)N([O])C(C)(C)CCC1.C(O)(C)C. The reactants are [Br:1][CH:2]1[CH2:23][CH2:22][C:5]2=[CH:6][C:7]3[C:8]4[CH:17]=[CH:16][C:15]([CH:18]([OH:21])[CH2:19][Br:20])=[CH:14][C:9]=4[CH2:10][O:11][C:12]=3[CH:13]=[C:4]2[C:3]1=[O:24].C(=O)(O)[O-].[Na+].[Br-].[Na+].O. The product is [Br:1][CH:2]1[CH2:23][CH2:22][C:5]2=[CH:6][C:7]3[C:8]4[CH:17]=[CH:16][C:15]([C:18](=[O:21])[CH2:19][Br:20])=[CH:14][C:9]=4[CH2:10][O:11][C:12]=3[CH:13]=[C:4]2[C:3]1=[O:24].